Dataset: Full USPTO retrosynthesis dataset with 1.9M reactions from patents (1976-2016). Task: Predict the reactants needed to synthesize the given product. (1) Given the product [Cl:45][C:32]1[CH:31]=[C:30]([CH:35]=[CH:34][C:33]=1[O:36][CH2:37][C:38]1[CH:43]=[CH:42][CH:41]=[C:40]([F:44])[CH:39]=1)[NH:29][C:24]1[C:23]([C:22]#[C:21][C:19]2[N:20]=[C:15]([CH2:14][NH:13][C:1]([NH:8][CH2:12][CH2:11][N:10]3[CH2:9][CH2:66][O:65][CH2:64][CH2:63]3)=[O:2])[CH:16]=[CH:17][CH:18]=2)=[CH:28][N:27]=[CH:26][N:25]=1, predict the reactants needed to synthesize it. The reactants are: [C:1]([N:8]1[CH:12]=[CH:11][N:10]=[CH:9]1)(N1C=CN=C1)=[O:2].[NH2:13][CH2:14][C:15]1[N:20]=[C:19]([C:21]#[C:22][C:23]2[C:24]([NH:29][C:30]3[CH:35]=[CH:34][C:33]([O:36][CH2:37][C:38]4[CH:43]=[CH:42][CH:41]=[C:40]([F:44])[CH:39]=4)=[C:32]([Cl:45])[CH:31]=3)=[N:25][CH:26]=[N:27][CH:28]=2)[CH:18]=[CH:17][CH:16]=1.C(O)(C(F)(F)F)=O.CCN(C(C)C)C(C)C.N1(CCN)C[CH2:66][O:65][CH2:64][CH2:63]1. (2) Given the product [C:31]([OH:38])(=[O:37])/[CH:32]=[CH:33]/[C:34]([OH:36])=[O:35].[Cl:1][C:2]1[CH:3]=[CH:4][C:5]([C:8]2[C:12]([C:13]3[CH:18]=[CH:17][N:16]=[CH:15][N:14]=3)=[C:11]([CH:19]3[CH2:20][CH2:21][N:22]([CH:25]4[CH2:29][CH2:28][CH2:27][CH:26]4[OH:30])[CH2:23][CH2:24]3)[NH:10][N:9]=2)=[CH:6][CH:7]=1, predict the reactants needed to synthesize it. The reactants are: [Cl:1][C:2]1[CH:7]=[CH:6][C:5]([C:8]2[C:12]([C:13]3[CH:18]=[CH:17][N:16]=[CH:15][N:14]=3)=[C:11]([CH:19]3[CH2:24][CH2:23][N:22]([CH:25]4[CH2:29][CH2:28][CH2:27][CH:26]4[OH:30])[CH2:21][CH2:20]3)[NH:10][N:9]=2)=[CH:4][CH:3]=1.[C:31]([OH:38])(=[O:37])/[CH:32]=[CH:33]/[C:34]([OH:36])=[O:35]. (3) Given the product [CH3:1][O:2][C:3]([C:5]1([NH:12][C:13]([C:14]2[CH:15]=[C:16]([C:47]3[C:48]([F:53])=[CH:49][C:50]([O:51][CH3:52])=[C:45]([Cl:44])[C:46]=3[F:57])[C:17]([O:20][CH3:21])=[CH:18][CH:19]=2)=[O:23])[CH2:10][CH2:9][CH:8]([CH3:11])[CH2:7][CH2:6]1)=[O:4], predict the reactants needed to synthesize it. The reactants are: [CH3:1][O:2][C:3]([C:5]1([NH:12][C:13](=[O:23])[C:14]2[CH:19]=[CH:18][C:17]([O:20][CH3:21])=[C:16](Br)[CH:15]=2)[CH2:10][CH2:9][CH:8]([CH3:11])[CH2:7][CH2:6]1)=[O:4].[F-].[K+].F[B-](F)(F)F.C([PH+](C(C)(C)C)C(C)(C)C)(C)(C)C.[Cl:44][C:45]1[C:46]([F:57])=[C:47](B(O)O)[C:48]([F:53])=[CH:49][C:50]=1[O:51][CH3:52].O=O. (4) Given the product [Br:1][C:2]1[C:3]([OH:11])=[N:4][CH:5]=[C:6]([CH:10]=1)[C:7]([O:9][CH3:17])=[O:8], predict the reactants needed to synthesize it. The reactants are: [Br:1][C:2]1[C:3]([OH:11])=[N:4][CH:5]=[C:6]([CH:10]=1)[C:7]([OH:9])=[O:8].S(=O)(=O)(O)O.[CH3:17]COCC. (5) Given the product [Cl:1][C:2]1[N:7]=[C:6]([N:8]([CH3:9])[C:10]2[CH:15]=[CH:14][N:13]=[C:12]([NH:18][C@@H:19]([CH3:36])[CH2:20][C:21]3[CH:22]=[C:23]([CH:33]=[CH:34][CH:35]=3)[CH2:24][NH:25][C:26](=[O:32])[O:27][C:28]([CH3:29])([CH3:30])[CH3:31])[N:11]=2)[C:5]([F:17])=[CH:4][N:3]=1, predict the reactants needed to synthesize it. The reactants are: [Cl:1][C:2]1[N:7]=[C:6]([N:8]([C:10]2[CH:15]=[CH:14][N:13]=[C:12](F)[N:11]=2)[CH3:9])[C:5]([F:17])=[CH:4][N:3]=1.[NH2:18][C@@H:19]([CH3:36])[CH2:20][C:21]1[CH:22]=[C:23]([CH:33]=[CH:34][CH:35]=1)[CH2:24][NH:25][C:26](=[O:32])[O:27][C:28]([CH3:31])([CH3:30])[CH3:29].CCN(CC)CC. (6) Given the product [CH3:18][O:17][C:4]1[CH:5]=[C:6]([O:9][S:10]([C:13]([F:16])([F:15])[F:14])(=[O:12])=[O:11])[CH:7]=[CH:8][C:3]=1[CH2:1][NH:25][S:23]([C:20]([CH3:22])([CH3:21])[CH3:19])=[O:24], predict the reactants needed to synthesize it. The reactants are: [CH:1]([C:3]1[CH:8]=[CH:7][C:6]([O:9][S:10]([C:13]([F:16])([F:15])[F:14])(=[O:12])=[O:11])=[CH:5][C:4]=1[O:17][CH3:18])=O.[CH3:19][C:20]([S:23]([NH2:25])=[O:24])([CH3:22])[CH3:21].[BH4-].[Na+].O.